Dataset: Forward reaction prediction with 1.9M reactions from USPTO patents (1976-2016). Task: Predict the product of the given reaction. Given the reactants [CH3:1][O:2][C:3]1[CH:8]=[CH:7][C:6]([N:9]2[C:13]3[C:14](=[O:30])[N:15]([C:18]4[CH:23]=[CH:22][C:21]([C:24]5([C:27]([NH2:29])=O)[CH2:26][CH2:25]5)=[CH:20][CH:19]=4)[CH2:16][CH2:17][C:12]=3[C:11]([C:31]([F:34])([F:33])[F:32])=[N:10]2)=[CH:5][CH:4]=1.O=S(Cl)Cl, predict the reaction product. The product is: [CH3:1][O:2][C:3]1[CH:8]=[CH:7][C:6]([N:9]2[C:13]3[C:14](=[O:30])[N:15]([C:18]4[CH:23]=[CH:22][C:21]([C:24]5([C:27]#[N:29])[CH2:25][CH2:26]5)=[CH:20][CH:19]=4)[CH2:16][CH2:17][C:12]=3[C:11]([C:31]([F:34])([F:32])[F:33])=[N:10]2)=[CH:5][CH:4]=1.